From a dataset of Forward reaction prediction with 1.9M reactions from USPTO patents (1976-2016). Predict the product of the given reaction. (1) Given the reactants [CH:1]1([CH2:4][N:5]2[CH2:10][CH2:9][CH2:8][C@@H:7]([CH2:11][NH:12][C:13]([C@H:15]3[CH2:19][CH2:18][CH2:17][N:16]3[C:20]([C@@H:22]3[CH2:26][C@@H:25]([OH:27])[CH2:24][N:23]3[C:28](=[O:49])[CH2:29][C:30]([C:43]3[CH:48]=[CH:47][CH:46]=[CH:45][CH:44]=3)([C:37]3[CH:42]=[CH:41][CH:40]=[CH:39][CH:38]=3)[C:31]3[CH:36]=[CH:35][CH:34]=[CH:33][CH:32]=3)=[O:21])=[O:14])[CH2:6]2)[CH2:3][CH2:2]1.[CH:50]1([CH2:53][Br:54])[CH2:52][CH2:51]1, predict the reaction product. The product is: [Br-:54].[CH:1]1([CH2:4][N+:5]2([CH2:53][CH:50]3[CH2:52][CH2:51]3)[CH2:10][CH2:9][CH2:8][C@@H:7]([CH2:11][NH:12][C:13]([C@H:15]3[CH2:19][CH2:18][CH2:17][N:16]3[C:20]([C@@H:22]3[CH2:26][C@@H:25]([OH:27])[CH2:24][N:23]3[C:28](=[O:49])[CH2:29][C:30]([C:37]3[CH:42]=[CH:41][CH:40]=[CH:39][CH:38]=3)([C:31]3[CH:32]=[CH:33][CH:34]=[CH:35][CH:36]=3)[C:43]3[CH:44]=[CH:45][CH:46]=[CH:47][CH:48]=3)=[O:21])=[O:14])[CH2:6]2)[CH2:2][CH2:3]1. (2) Given the reactants [Cl:1][C:2]1[CH:7]=[CH:6][C:5]([NH:8][C:9](=[O:15])[O:10][C:11]([CH3:14])([CH3:13])[CH3:12])=[CH:4][CH:3]=1.C([Li])(CC)C.[Cl:21][C:22]1[C:29]([O:30][CH3:31])=[CH:28][CH:27]=[CH:26][C:23]=1[CH:24]=[O:25].[Cl-].[NH4+], predict the reaction product. The product is: [Cl:1][C:2]1[CH:3]=[CH:4][C:5]([NH:8][C:9](=[O:15])[O:10][C:11]([CH3:12])([CH3:14])[CH3:13])=[C:6]([CH:24]([C:23]2[CH:26]=[CH:27][CH:28]=[C:29]([O:30][CH3:31])[C:22]=2[Cl:21])[OH:25])[CH:7]=1. (3) Given the reactants [Br:1][C:2]1[CH:3]=[C:4]2[C:8](=[CH:9][C:10]=1[CH2:11][OH:12])[CH2:7][N:6]([C:13]([O:15][C:16]([CH3:19])([CH3:18])[CH3:17])=[O:14])[CH2:5]2.CC(OI1(OC(C)=O)(OC(C)=O)OC(=O)C2C=CC=CC1=2)=O, predict the reaction product. The product is: [Br:1][C:2]1[CH:3]=[C:4]2[C:8](=[CH:9][C:10]=1[CH:11]=[O:12])[CH2:7][N:6]([C:13]([O:15][C:16]([CH3:19])([CH3:18])[CH3:17])=[O:14])[CH2:5]2. (4) Given the reactants [CH2:1](Br)[C:2]1[CH:7]=[CH:6][CH:5]=[CH:4][CH:3]=1.[Cl:9][C:10]1[S:11][C:12]2[CH:18]=[C:17]([OH:19])[CH:16]=[CH:15][C:13]=2[N:14]=1.C(=O)([O-])[O-].[Cs+].[Cs+], predict the reaction product. The product is: [CH2:1]([O:19][C:17]1[CH:16]=[CH:15][C:13]2[N:14]=[C:10]([Cl:9])[S:11][C:12]=2[CH:18]=1)[C:2]1[CH:7]=[CH:6][CH:5]=[CH:4][CH:3]=1.